Dataset: Peptide-MHC class II binding affinity with 134,281 pairs from IEDB. Task: Regression. Given a peptide amino acid sequence and an MHC pseudo amino acid sequence, predict their binding affinity value. This is MHC class II binding data. (1) The peptide sequence is AFKVAATAANAAPAP. The MHC is DRB1_0901 with pseudo-sequence DRB1_0901. The binding affinity (normalized) is 0.648. (2) The peptide sequence is RTKGTMRASALILIE. The MHC is HLA-DQA10201-DQB10301 with pseudo-sequence HLA-DQA10201-DQB10301. The binding affinity (normalized) is 0.756. (3) The peptide sequence is PGLIIGALAGST. The MHC is DRB1_0405 with pseudo-sequence DRB1_0405. The binding affinity (normalized) is 0. (4) The peptide sequence is PCLFMRTVSHVILHG. The MHC is DRB1_1101 with pseudo-sequence DRB1_1101. The binding affinity (normalized) is 0.601. (5) The peptide sequence is SEYMTSWFYDNDNPY. The MHC is HLA-DQA10601-DQB10402 with pseudo-sequence HLA-DQA10601-DQB10402. The binding affinity (normalized) is 0.272. (6) The peptide sequence is SQSLELSWNLNGLQAY. The MHC is HLA-DQA10301-DQB10302 with pseudo-sequence HLA-DQA10301-DQB10302. The binding affinity (normalized) is 0.334. (7) The peptide sequence is APTGMFVAGAKYMVI. The MHC is DRB3_0101 with pseudo-sequence DRB3_0101. The binding affinity (normalized) is 0.433.